Dataset: Full USPTO retrosynthesis dataset with 1.9M reactions from patents (1976-2016). Task: Predict the reactants needed to synthesize the given product. (1) Given the product [CH2:16]1[C:29]2[C:28]3[CH:27]=[CH:26][CH:25]=[CH:24][C:23]=3[NH:22][C:21]=2[CH2:20][CH2:19][N:18]([C:9]([O:11][C:12]([CH3:13])([CH3:14])[CH3:15])=[O:10])[CH2:17]1, predict the reactants needed to synthesize it. The reactants are: [C:12]([O:11][C:9](O[C:9]([O:11][C:12]([CH3:15])([CH3:14])[CH3:13])=[O:10])=[O:10])([CH3:15])([CH3:14])[CH3:13].[CH2:16]1[C:29]2[C:28]3[CH:27]=[CH:26][CH:25]=[CH:24][C:23]=3[NH:22][C:21]=2[CH2:20][CH2:19][NH:18][CH2:17]1.O. (2) Given the product [C:1]([O:5][C:6](=[O:27])[NH:7][CH:8]1[CH2:9][CH2:10][N:11]([S:14]([C:17]2[CH:22]=[CH:21][C:20]([NH2:23])=[C:19]([Cl:26])[CH:18]=2)(=[O:16])=[O:15])[CH2:12][CH2:13]1)([CH3:4])([CH3:2])[CH3:3], predict the reactants needed to synthesize it. The reactants are: [C:1]([O:5][C:6](=[O:27])[NH:7][CH:8]1[CH2:13][CH2:12][N:11]([S:14]([C:17]2[CH:22]=[CH:21][C:20]([N+:23]([O-])=O)=[C:19]([Cl:26])[CH:18]=2)(=[O:16])=[O:15])[CH2:10][CH2:9]1)([CH3:4])([CH3:3])[CH3:2].C(O)C.[Cl-].[NH4+]. (3) Given the product [Br:20][C:7]1[S:6][C:5](=[N:9][C:10]2[N:15]=[C:14]([C:16]([O:18][CH3:19])=[O:17])[CH:13]=[CH:12][CH:11]=2)[N:4]([CH2:3][O:2][CH3:1])[CH:8]=1, predict the reactants needed to synthesize it. The reactants are: [CH3:1][O:2][CH2:3][N:4]1[CH:8]=[CH:7][S:6][C:5]1=[N:9][C:10]1[N:15]=[C:14]([C:16]([O:18][CH3:19])=[O:17])[CH:13]=[CH:12][CH:11]=1.[Br:20]N1C(=O)CCC1=O. (4) Given the product [C:1]([O:6][CH2:7][CH2:8][NH:9][C:10]([NH:9][CH2:8][CH2:7][O:12][C:1](=[O:5])[C:2]([CH3:4])=[CH2:3])=[O:11])(=[O:5])[C:2]([CH3:4])=[CH2:3], predict the reactants needed to synthesize it. The reactants are: [C:1]([O:6][CH2:7][CH2:8][N:9]=[C:10]=[O:11])(=[O:5])[C:2]([CH3:4])=[CH2:3].[OH2:12]. (5) Given the product [CH2:25]([N:24]([CH2:17][C:18]1[CH:23]=[CH:22][CH:21]=[CH:20][CH:19]=1)[C:14]([CH:11]1[CH2:10][CH2:9][N:8]([C:6]([O:5][C:1]([CH3:2])([CH3:3])[CH3:4])=[O:7])[CH2:13][CH2:12]1)=[O:16])[C:26]1[CH:31]=[CH:30][CH:29]=[CH:28][CH:27]=1, predict the reactants needed to synthesize it. The reactants are: [C:1]([O:5][C:6]([N:8]1[CH2:13][CH2:12][CH:11]([C:14]([OH:16])=O)[CH2:10][CH2:9]1)=[O:7])([CH3:4])([CH3:3])[CH3:2].[CH2:17]([NH:24][CH2:25][C:26]1[CH:31]=[CH:30][CH:29]=[CH:28][CH:27]=1)[C:18]1[CH:23]=[CH:22][CH:21]=[CH:20][CH:19]=1.C(N(C(C)C)CC)(C)C.C1CN([P+](Br)(N2CCCC2)N2CCCC2)CC1.F[P-](F)(F)(F)(F)F. (6) The reactants are: I[C:2]1[CH:6]=[CH:5][N:4]([C:7]2[CH:12]=[CH:11][N:10]=[C:9]([O:13][CH3:14])[CH:8]=2)[N:3]=1.[OH:15][C@@:16]([C@H:25]1[O:30][CH2:29][CH2:28][NH:27][C:26]1=[O:31])([CH3:24])[C:17]([O:19][C:20]([CH3:23])([CH3:22])[CH3:21])=[O:18].P([O-])([O-])([O-])=O.[K+].[K+].[K+].CN(C)[C@@H]1CCCC[C@H]1N. Given the product [OH:15][C@@:16]([C@H:25]1[O:30][CH2:29][CH2:28][N:27]([C:2]2[CH:6]=[CH:5][N:4]([C:7]3[CH:12]=[CH:11][N:10]=[C:9]([O:13][CH3:14])[CH:8]=3)[N:3]=2)[C:26]1=[O:31])([CH3:24])[C:17]([O:19][C:20]([CH3:21])([CH3:22])[CH3:23])=[O:18], predict the reactants needed to synthesize it. (7) Given the product [CH3:1][S:2][C:3]1[N:8]=[CH:7][N:6]=[C:5]([C:9]2[C:10]([NH2:11])=[N:15][NH:16][C:12]=2[NH2:13])[CH:4]=1, predict the reactants needed to synthesize it. The reactants are: [CH3:1][S:2][C:3]1[N:8]=[CH:7][N:6]=[C:5]([CH:9]([C:12]#[N:13])[C:10]#[N:11])[CH:4]=1.O.[NH2:15][NH2:16]. (8) Given the product [CH3:1][O:2][C:3](=[O:12])[C:4]1[CH:9]=[CH:8][C:7]([Cl:10])=[C:6]([O:11][CH2:21][CH2:20][C:17]2[CH:18]=[CH:19][C:14]([Cl:13])=[CH:15][CH:16]=2)[CH:5]=1, predict the reactants needed to synthesize it. The reactants are: [CH3:1][O:2][C:3](=[O:12])[C:4]1[CH:9]=[CH:8][C:7]([Cl:10])=[C:6]([OH:11])[CH:5]=1.[Cl:13][C:14]1[CH:19]=[CH:18][C:17]([CH2:20][CH2:21]O)=[CH:16][CH:15]=1.C1(P(C2C=CC=CC=2)C2C=CC=CC=2)C=CC=CC=1.CCOC(/N=N/C(OCC)=O)=O. (9) Given the product [O:23]=[C:24]1[CH2:30][CH:29]2[N:31]([C:32]3[C:33]4[C:48]([C:49]5[CH:54]=[CH:53][CH:52]=[CH:51][CH:50]=5)=[CH:47][S:46][C:34]=4[N:35]=[C:36]([N:38]4[CH2:42][CH2:41][CH:40]([C:43]([NH2:45])=[O:44])[CH2:39]4)[N:37]=3)[CH:26]([CH2:27][CH2:28]2)[CH2:25]1, predict the reactants needed to synthesize it. The reactants are: CC(OI1(OC(C)=O)(OC(C)=O)OC(=O)C2C=CC=CC1=2)=O.[OH:23][CH:24]1[CH2:30][CH:29]2[N:31]([C:32]3[C:33]4[C:48]([C:49]5[CH:54]=[CH:53][CH:52]=[CH:51][CH:50]=5)=[CH:47][S:46][C:34]=4[N:35]=[C:36]([N:38]4[CH2:42][CH2:41][CH:40]([C:43]([NH2:45])=[O:44])[CH2:39]4)[N:37]=3)[CH:26]([CH2:27][CH2:28]2)[CH2:25]1.S([O-])([O-])(=O)=S.[Na+].[Na+]. (10) Given the product [F:1][C:2]1[CH:14]=[C:13]([CH2:15][OH:16])[C:5]2[NH:6][CH:7]([C:9]([F:12])([F:10])[F:11])[S:8][C:4]=2[CH:3]=1, predict the reactants needed to synthesize it. The reactants are: [F:1][C:2]1[CH:3]=[C:4]2[S:8][C:7]([C:9]([F:12])([F:11])[F:10])=[N:6][C:5]2=[C:13]([C:15](OC)=[O:16])[CH:14]=1.[H-].[H-].[H-].[H-].[Li+].[Al+3].